Task: Predict the reactants needed to synthesize the given product.. Dataset: Full USPTO retrosynthesis dataset with 1.9M reactions from patents (1976-2016) (1) Given the product [C:35]([O:39][C:40](=[O:76])[NH:41][CH2:42][CH2:43][CH2:44][N:45]([CH:55]([C:58]1[N:63]([CH2:64][CH:65]2[CH2:66][CH2:67]2)[C:62](=[O:72])[C:61]2=[CH:73][CH:74]=[CH:75][N:60]2[N:59]=1)[CH2:56][CH3:57])[C:46](=[O:54])[C:47]1[CH:52]=[CH:51][C:50]([CH3:53])=[CH:49][CH:48]=1)([CH3:36])([CH3:37])[CH3:38], predict the reactants needed to synthesize it. The reactants are: C(OC(=O)NCCCN(C(=O)C1C=CC(C)=CC=1)C(C1NC(=O)C2=CC=CN2N=1)CC)(C)(C)C.[C:35]([O:39][C:40](=[O:76])[NH:41][CH2:42][CH2:43][CH2:44][N:45]([CH:55]([C:58]1[N:63]([CH2:64][C:65]2C=CC(F)=[CH:67][CH:66]=2)[C:62](=[O:72])[C:61]2=[CH:73][CH:74]=[CH:75][N:60]2[N:59]=1)[CH2:56][CH3:57])[C:46](=[O:54])[C:47]1[CH:52]=[CH:51][C:50]([CH3:53])=[CH:49][CH:48]=1)([CH3:38])([CH3:37])[CH3:36].BrC1(C)CC1. (2) Given the product [CH:11]1([C:14]2[N:23]=[C:22]([N:24]3[CH2:29][CH2:28][N:27]([C:2]4[CH:7]=[CH:6][CH:5]=[CH:4][C:3]=4[O:8][CH3:9])[CH2:26][CH:25]3[CH3:30])[C:21]3[C:16](=[CH:17][C:18]([O:33][CH3:34])=[C:19]([O:31][CH3:32])[CH:20]=3)[N:15]=2)[CH2:12][CH2:13]1, predict the reactants needed to synthesize it. The reactants are: Br[C:2]1[CH:7]=[CH:6][CH:5]=[CH:4][C:3]=1[O:8][CH3:9].Cl.[CH:11]1([C:14]2[N:23]=[C:22]([N:24]3[CH2:29][CH2:28][NH:27][CH2:26][CH:25]3[CH3:30])[C:21]3[C:16](=[CH:17][C:18]([O:33][CH3:34])=[C:19]([O:31][CH3:32])[CH:20]=3)[N:15]=2)[CH2:13][CH2:12]1.C(O[Na])(C)(C)C.C1C=CC(P(C2C(C3C(P(C4C=CC=CC=4)C4C=CC=CC=4)=CC=C4C=3C=CC=C4)=C3C(C=CC=C3)=CC=2)C2C=CC=CC=2)=CC=1. (3) Given the product [F:3][C:4]1[CH:9]=[C:8]([O:10][CH2:11][C:12]2[CH:21]=[C:20]3[C:15]([CH2:16][CH2:17][CH2:18][NH:19]3)=[CH:14][CH:13]=2)[CH:7]=[CH:6][C:5]=1[CH2:22][CH2:23][C:24]([O:26][CH2:27][CH3:28])=[O:25], predict the reactants needed to synthesize it. The reactants are: [BH4-].[Na+].[F:3][C:4]1[CH:9]=[C:8]([O:10][CH2:11][C:12]2[CH:21]=[C:20]3[C:15]([CH:16]=[CH:17][CH:18]=[N:19]3)=[CH:14][CH:13]=2)[CH:7]=[CH:6][C:5]=1[CH2:22][CH2:23][C:24]([O:26][CH2:27][CH3:28])=[O:25].CO. (4) Given the product [Cl:3][C:2]1[N:1]=[C:8]([NH:18][CH2:17][C:14]2[CH:15]=[CH:16][C:11]([F:10])=[CH:12][CH:13]=2)[N:7]=[C:5]([NH:22][CH2:26][C:27]2[CH:15]=[CH:16][C:11]([F:10])=[CH:12][CH:13]=2)[N:4]=1, predict the reactants needed to synthesize it. The reactants are: [N:1]1[C:8](Cl)=[N:7][C:5](Cl)=[N:4][C:2]=1[Cl:3].[F:10][C:11]1[CH:16]=[CH:15][C:14]([CH2:17][NH2:18])=[CH:13][CH:12]=1.C([N:22]([CH2:26][CH3:27])C(C)C)(C)C.